From a dataset of Peptide-MHC class I binding affinity with 185,985 pairs from IEDB/IMGT. Regression. Given a peptide amino acid sequence and an MHC pseudo amino acid sequence, predict their binding affinity value. This is MHC class I binding data. (1) The peptide sequence is AINSEMFLR. The MHC is HLA-B35:03 with pseudo-sequence HLA-B35:03. The binding affinity (normalized) is 0. (2) The peptide sequence is RYEFTAPFI. The MHC is HLA-B39:01 with pseudo-sequence HLA-B39:01. The binding affinity (normalized) is 0.0847. (3) The peptide sequence is SAEPVPLQL. The MHC is HLA-B40:01 with pseudo-sequence HLA-B40:01. The binding affinity (normalized) is 0.